This data is from Reaction yield outcomes from USPTO patents with 853,638 reactions. The task is: Predict the reaction yield, written as a fraction of the theoretical maximum amount of product (1.0 means a 100% yield; for example, 0.34 means a 34% yield). (1) The reactants are [Cl:1][C:2]1[CH:7]=[CH:6][C:5]([C:8]#[C:9][C:10]2[CH:11]=[C:12]([C:28]([NH:30][CH3:31])=[O:29])[C:13](=[O:27])[N:14]([C:17]3[CH:22]=[CH:21][CH:20]=[C:19]([C:23]([F:26])([F:25])[F:24])[CH:18]=3)[C:15]=2[CH3:16])=[CH:4][CH:3]=1.C(O)=[O:33]. No catalyst specified. The product is [Cl:1][C:2]1[CH:7]=[CH:6][C:5]([CH2:8][C:9]([C:10]2[CH:11]=[C:12]([C:28]([NH:30][CH3:31])=[O:29])[C:13](=[O:27])[N:14]([C:17]3[CH:22]=[CH:21][CH:20]=[C:19]([C:23]([F:26])([F:25])[F:24])[CH:18]=3)[C:15]=2[CH3:16])=[O:33])=[CH:4][CH:3]=1. The yield is 0.660. (2) The reactants are P(Cl)(Cl)([Cl:3])=O.[Cl:6][C:7]1[CH:12]=[CH:11][CH:10]=[C:9]([Cl:13])[C:8]=1[N:14]1[C:18]2=[N:19][CH:20]=[N:21][C:22](O)=[C:17]2[CH:16]=[N:15]1. No catalyst specified. The product is [Cl:3][C:22]1[N:21]=[CH:20][N:19]=[C:18]2[N:14]([C:8]3[C:7]([Cl:6])=[CH:12][CH:11]=[CH:10][C:9]=3[Cl:13])[N:15]=[CH:16][C:17]=12. The yield is 0.870.